Predict which catalyst facilitates the given reaction. From a dataset of Catalyst prediction with 721,799 reactions and 888 catalyst types from USPTO. (1) Reactant: [N:1]([C@H:4]1[C@H:8]([O:9][C:10]2[CH:15]=[CH:14][C:13]([Cl:16])=[C:12]([F:17])[CH:11]=2)[CH2:7][N:6]([CH3:18])[CH2:5]1)=[N+]=[N-].C1C=CC(P(C2C=CC=CC=2)C2C=CC=CC=2)=CC=1.C1COCC1. Product: [Cl:16][C:13]1[CH:14]=[CH:15][C:10]([O:9][C@@H:8]2[CH2:7][N:6]([CH3:18])[CH2:5][C@H:4]2[NH2:1])=[CH:11][C:12]=1[F:17]. The catalyst class is: 6. (2) Reactant: [CH3:1][O:2][C:3](=[O:19])[C:4]1[CH:9]=[CH:8][C:7]([O:10][CH3:11])=[C:6]([O:12][CH3:13])[C:5]=1[O:14][CH2:15][C:16]([OH:18])=O.[CH2:20]([NH2:23])[CH2:21][CH3:22].CN(C(ON1N=NC2C=CC=NC1=2)=[N+](C)C)C.F[P-](F)(F)(F)(F)F. Product: [CH3:1][O:2][C:3](=[O:19])[C:4]1[CH:9]=[CH:8][C:7]([O:10][CH3:11])=[C:6]([O:12][CH3:13])[C:5]=1[O:14][CH2:15][C:16](=[O:18])[NH:23][CH2:20][CH2:21][CH3:22]. The catalyst class is: 3. (3) Product: [CH2:22]([N:14]([CH2:13][C:11]1[N:12]=[C:7]2[S:6][C:5]([CH3:25])=[C:4]([C:1]([OH:3])([CH3:26])[CH3:2])[N:8]2[C:9](=[O:24])[CH:10]=1)[C:15]1[CH:20]=[CH:19][C:18]([F:21])=[CH:17][CH:16]=1)[CH3:23]. The catalyst class is: 7. Reactant: [C:1]([C:4]1[N:8]2[C:9](=[O:24])[CH:10]=[C:11]([CH2:13][N:14]([CH2:22][CH3:23])[C:15]3[CH:20]=[CH:19][C:18]([F:21])=[CH:17][CH:16]=3)[N:12]=[C:7]2[S:6][C:5]=1[CH3:25])(=[O:3])[CH3:2].[CH3:26][Mg]Br. (4) Reactant: [C:1]([O:5][C:6]([N:8]1[CH2:12][C@H:11]([OH:13])[CH2:10][C@H:9]1[C:14]([OH:16])=O)=[O:7])([CH3:4])([CH3:3])[CH3:2].[Br:17][C:18]1[CH:23]=[CH:22][C:21]([CH2:24][NH2:25])=[CH:20][CH:19]=1.CCN(C(C)C)C(C)C.CN(C(ON1N=NC2C=CC=NC1=2)=[N+](C)C)C.F[P-](F)(F)(F)(F)F. Product: [Br:17][C:18]1[CH:23]=[CH:22][C:21]([CH2:24][NH:25][C:14]([C@@H:9]2[CH2:10][C@@H:11]([OH:13])[CH2:12][N:8]2[C:6]([O:5][C:1]([CH3:2])([CH3:3])[CH3:4])=[O:7])=[O:16])=[CH:20][CH:19]=1. The catalyst class is: 18.